From a dataset of Blood-brain barrier permeability classification from the B3DB database. Regression/Classification. Given a drug SMILES string, predict its absorption, distribution, metabolism, or excretion properties. Task type varies by dataset: regression for continuous measurements (e.g., permeability, clearance, half-life) or binary classification for categorical outcomes (e.g., BBB penetration, CYP inhibition). Dataset: b3db_classification. The compound is C[N+](C)(CCCCCC[N+](C)(C)C1c2ccccc2-c2ccccc21)C1c2ccccc2-c2ccccc21. The result is 0 (does not penetrate BBB).